From a dataset of Reaction yield outcomes from USPTO patents with 853,638 reactions. Predict the reaction yield, written as a fraction of the theoretical maximum amount of product (1.0 means a 100% yield; for example, 0.34 means a 34% yield). (1) The catalyst is CN(C=O)C. The yield is 0.460. The reactants are [Cl:1][C:2]1[N:10]([CH2:11][CH:12]=[CH2:13])[C:9]2[C:8](=[O:14])[NH:7][C:6](=[O:15])[NH:5][C:4]=2[N:3]=1.I[CH2:17][CH2:18][CH3:19].C(=O)([O-])[O-].[Na+].[Na+]. The product is [Cl:1][C:2]1[N:10]([CH2:11][CH:12]=[CH2:13])[C:9]2[C:8](=[O:14])[NH:7][C:6](=[O:15])[N:5]([CH2:17][CH2:18][CH3:19])[C:4]=2[N:3]=1. (2) The reactants are Cl[CH:2]1[C:11]2[C:6](=[CH:7][CH:8]=[CH:9][CH:10]=2)[O:5][CH2:4][CH2:3]1.[NH2:12][C:13]1[C:14]2[N:15]([CH:25]=[C:26]([CH3:28])[N:27]=2)[CH:16]=[C:17]([C:19]([O:21][CH:22]([CH3:24])[CH3:23])=[O:20])[CH:18]=1. No catalyst specified. The product is [O:5]1[C:6]2[C:11](=[CH:10][CH:9]=[CH:8][CH:7]=2)[CH:2]([NH:12][C:13]2[C:14]3[N:15]([CH:25]=[C:26]([CH3:28])[N:27]=3)[CH:16]=[C:17]([C:19]([O:21][CH:22]([CH3:24])[CH3:23])=[O:20])[CH:18]=2)[CH2:3][CH2:4]1. The yield is 0.930.